From a dataset of Full USPTO retrosynthesis dataset with 1.9M reactions from patents (1976-2016). Predict the reactants needed to synthesize the given product. (1) Given the product [ClH:24].[CH3:22][C:20]1[S:21][C:17]2[CH:16]=[CH:15][C:14]([N:11]3[CH2:10][CH2:9][NH:8][CH2:13][CH2:12]3)=[CH:23][C:18]=2[N:19]=1, predict the reactants needed to synthesize it. The reactants are: C(OC([N:8]1[CH2:13][CH2:12][N:11]([C:14]2[CH:15]=[CH:16][C:17]3[S:21][C:20]([CH3:22])=[N:19][C:18]=3[CH:23]=2)[CH2:10][CH2:9]1)=O)(C)(C)C.[ClH:24]. (2) Given the product [F:20][C:21]1[CH:22]=[N:23][CH:24]=[C:25]([C:29]=1[CH3:30])[C:26]([NH:19][C:16]1[CH:15]=[CH:14][C:13]([C:9]([C:6]2[CH:5]=[CH:4][C:3]([O:2][CH3:1])=[CH:8][CH:7]=2)=[C:10]([CH3:12])[CH3:11])=[CH:18][N:17]=1)=[O:27], predict the reactants needed to synthesize it. The reactants are: [CH3:1][O:2][C:3]1[CH:8]=[CH:7][C:6]([C:9]([C:13]2[CH:14]=[CH:15][C:16]([NH2:19])=[N:17][CH:18]=2)=[C:10]([CH3:12])[CH3:11])=[CH:5][CH:4]=1.[F:20][C:21]1[CH:22]=[N:23][CH:24]=[C:25]([C:29]=1[CH3:30])[C:26](O)=[O:27].C(N(CC)CC)C.C(P1(=O)OP(CCC)(=O)OP(CCC)(=O)O1)CC. (3) Given the product [Cl:1][C:2]1[CH:11]=[CH:10][C:5]2[NH:6][C:7]([S:9][C:15]3[CH:16]=[CH:17][C:18]([N+:25]([O-:27])=[O:26])=[C:19]4[C:23]=3[NH:22][CH:21]=[C:20]4[CH3:24])=[N:8][C:4]=2[CH:3]=1, predict the reactants needed to synthesize it. The reactants are: [Cl:1][C:2]1[CH:11]=[CH:10][C:5]2[NH:6][C:7]([SH:9])=[N:8][C:4]=2[CH:3]=1.[OH-].[K+].F[C:15]1[CH:16]=[CH:17][C:18]([N+:25]([O-:27])=[O:26])=[C:19]2[C:23]=1[NH:22][CH:21]=[C:20]2[CH3:24]. (4) Given the product [CH3:19][C:20]1[CH:21]=[C:22]([CH:23]=[CH:24][CH:25]=1)[CH2:26][O:1][C:2]1[CH:3]=[C:4]([CH2:8][NH:9][C:10](=[O:18])[C:11]2[CH:16]=[CH:15][CH:14]=[N:13][C:12]=2[NH2:17])[CH:5]=[CH:6][CH:7]=1, predict the reactants needed to synthesize it. The reactants are: [OH:1][C:2]1[CH:3]=[C:4]([CH2:8][NH:9][C:10](=[O:18])[C:11]2[CH:16]=[CH:15][CH:14]=[N:13][C:12]=2[NH2:17])[CH:5]=[CH:6][CH:7]=1.[CH3:19][C:20]1[CH:21]=[C:22]([CH2:26]Cl)[CH:23]=[CH:24][CH:25]=1.C(=O)([O-])[O-].[Cs+].[Cs+].CN(C=O)C.